Dataset: NCI-60 drug combinations with 297,098 pairs across 59 cell lines. Task: Regression. Given two drug SMILES strings and cell line genomic features, predict the synergy score measuring deviation from expected non-interaction effect. (1) Cell line: UACC-257. Synergy scores: CSS=4.86, Synergy_ZIP=-0.389, Synergy_Bliss=1.61, Synergy_Loewe=-0.297, Synergy_HSA=0.745. Drug 2: CCCCCOC(=O)NC1=NC(=O)N(C=C1F)C2C(C(C(O2)C)O)O. Drug 1: C1C(C(OC1N2C=C(C(=O)NC2=O)F)CO)O. (2) Drug 1: CC1=C(C=C(C=C1)NC(=O)C2=CC=C(C=C2)CN3CCN(CC3)C)NC4=NC=CC(=N4)C5=CN=CC=C5. Drug 2: C1C(C(OC1N2C=NC3=C2NC=NCC3O)CO)O. Cell line: RXF 393. Synergy scores: CSS=4.05, Synergy_ZIP=-0.914, Synergy_Bliss=1.32, Synergy_Loewe=0.689, Synergy_HSA=0.226. (3) Drug 1: C1=CC(=CC=C1C#N)C(C2=CC=C(C=C2)C#N)N3C=NC=N3. Drug 2: CCN(CC)CCCC(C)NC1=C2C=C(C=CC2=NC3=C1C=CC(=C3)Cl)OC. Cell line: OVCAR-8. Synergy scores: CSS=22.3, Synergy_ZIP=-5.56, Synergy_Bliss=-2.42, Synergy_Loewe=-5.11, Synergy_HSA=-3.77. (4) Drug 1: C#CCC(CC1=CN=C2C(=N1)C(=NC(=N2)N)N)C3=CC=C(C=C3)C(=O)NC(CCC(=O)O)C(=O)O. Drug 2: C1C(C(OC1N2C=NC(=NC2=O)N)CO)O. Cell line: NCI-H460. Synergy scores: CSS=-2.55, Synergy_ZIP=0.472, Synergy_Bliss=0.221, Synergy_Loewe=-4.97, Synergy_HSA=-4.78. (5) Drug 1: C1CNP(=O)(OC1)N(CCCl)CCCl. Drug 2: C1CCC(C(C1)N)N.C(=O)(C(=O)[O-])[O-].[Pt+4]. Cell line: LOX IMVI. Synergy scores: CSS=4.14, Synergy_ZIP=-11.3, Synergy_Bliss=-16.2, Synergy_Loewe=-42.9, Synergy_HSA=-18.7.